This data is from Catalyst prediction with 721,799 reactions and 888 catalyst types from USPTO. The task is: Predict which catalyst facilitates the given reaction. (1) Reactant: [C:1]([C:3]1[CH:4]=[C:5]([C:13]2[O:17][N:16]=[C:15]([C:18]3[C:19]([CH3:35])=[C:20]4[C:25](=[CH:26][CH:27]=3)[CH2:24][N:23](C(OC(C)(C)C)=O)[CH2:22][CH2:21]4)[N:14]=2)[CH:6]=[CH:7][C:8]=1[O:9][CH:10]([CH3:12])[CH3:11])#[N:2].[ClH:36]. Product: [ClH:36].[CH3:12][CH:10]([O:9][C:8]1[CH:7]=[CH:6][C:5]([C:13]2[O:17][N:16]=[C:15]([C:18]3[C:19]([CH3:35])=[C:20]4[C:25](=[CH:26][CH:27]=3)[CH2:24][NH:23][CH2:22][CH2:21]4)[N:14]=2)=[CH:4][C:3]=1[C:1]#[N:2])[CH3:11]. The catalyst class is: 12. (2) Reactant: [C:1]([C:3]1[CH:11]=[CH:10][C:6]([C:7]([OH:9])=O)=[CH:5][C:4]=1[N:12]1[CH2:17][CH2:16][CH:15]([N:18]2[C:26]3[C:21](=[N:22][CH:23]=[CH:24][CH:25]=3)[NH:20][C:19]2=[O:27])[CH2:14][CH2:13]1)#[N:2].[F:28][C:29]1[CH:30]=[C:31]2[C:35](=[CH:36][CH:37]=1)[NH:34][CH2:33][CH2:32]2.CN(C(ON1N=NC2C=CC=CC1=2)=[N+](C)C)C.[B-](F)(F)(F)F. Product: [F:28][C:29]1[CH:30]=[C:31]2[C:35](=[CH:36][CH:37]=1)[N:34]([C:7]([C:6]1[CH:10]=[CH:11][C:3]([C:1]#[N:2])=[C:4]([N:12]3[CH2:17][CH2:16][CH:15]([N:18]4[C:26]5[C:21](=[N:22][CH:23]=[CH:24][CH:25]=5)[NH:20][C:19]4=[O:27])[CH2:14][CH2:13]3)[CH:5]=1)=[O:9])[CH2:33][CH2:32]2. The catalyst class is: 3.